Dataset: Full USPTO retrosynthesis dataset with 1.9M reactions from patents (1976-2016). Task: Predict the reactants needed to synthesize the given product. (1) The reactants are: Br[C:2]1[C:10]2[C:9]([NH2:11])=[N:8][CH:7]=[N:6][C:5]=2[N:4]([CH2:12][CH2:13][N:14]2[CH2:19][CH2:18][O:17][CH2:16][CH2:15]2)[CH:3]=1.CC1(C)C(C)(C)OB([C:28]2[CH:29]=[C:30]3[C:34](=[CH:35][CH:36]=2)[N:33]([C:37](=[O:49])[CH2:38][C:39]2[CH:44]=[CH:43][CH:42]=[C:41]([C:45]([F:48])([F:47])[F:46])[CH:40]=2)[CH2:32][CH2:31]3)O1.O1CCOCC1.C([O-])(O)=O.[Na+]. Given the product [N:14]1([CH2:13][CH2:12][N:4]2[C:5]3[N:6]=[CH:7][N:8]=[C:9]([NH2:11])[C:10]=3[C:2]([C:28]3[CH:29]=[C:30]4[C:34](=[CH:35][CH:36]=3)[N:33]([C:37](=[O:49])[CH2:38][C:39]3[CH:44]=[CH:43][CH:42]=[C:41]([C:45]([F:48])([F:46])[F:47])[CH:40]=3)[CH2:32][CH2:31]4)=[CH:3]2)[CH2:19][CH2:18][O:17][CH2:16][CH2:15]1, predict the reactants needed to synthesize it. (2) Given the product [F:19][C:2]1([F:1])[CH2:6][CH2:5][C@@H:4]([C@@:7]([OH:18])([C:11]2[CH:12]=[CH:13][C:14]([Br:17])=[CH:15][CH:16]=2)[C:8]([O:10][C@H:21]2[CH2:25][CH2:24][NH:23][CH2:22]2)=[O:9])[CH2:3]1, predict the reactants needed to synthesize it. The reactants are: [F:1][C:2]1([F:19])[CH2:6][CH2:5][C@@H:4]([C@@:7]([OH:18])([C:11]2[CH:16]=[CH:15][C:14]([Br:17])=[CH:13][CH:12]=2)[C:8]([OH:10])=[O:9])[CH2:3]1.O[C@H:21]1[CH2:25][CH2:24][N:23](C(OC(C)(C)C)=O)[CH2:22]1. (3) Given the product [CH2:61]([O:68][CH:69]1[CH:74]([O:75][CH2:76][C:77]2[CH:82]=[CH:81][CH:80]=[CH:79][CH:78]=2)[CH:73]([O:83][CH2:84][C:85]2[CH:86]=[CH:87][CH:88]=[CH:89][CH:90]=2)[CH:72]([CH2:91][O:92][CH2:93][C:94]2[CH:95]=[CH:96][CH:97]=[CH:98][CH:99]=2)[O:71][C:70]1([C:2]1[CH:7]=[C:6]([CH2:8][O:9][C:10]([C:11]2[CH:16]=[CH:15][CH:14]=[CH:13][CH:12]=2)([C:23]2[CH:24]=[CH:25][CH:26]=[CH:27][CH:28]=2)[C:17]2[CH:22]=[CH:21][CH:20]=[CH:19][CH:18]=2)[CH:5]=[CH:4][C:3]=1[CH2:29][O:30][C:31]([C:32]1[CH:33]=[CH:34][CH:35]=[CH:36][CH:37]=1)([C:38]1[CH:39]=[CH:40][CH:41]=[CH:42][CH:43]=1)[C:44]1[CH:49]=[CH:48][CH:47]=[CH:46][CH:45]=1)[OH:100])[C:62]1[CH:67]=[CH:66][CH:65]=[CH:64][CH:63]=1, predict the reactants needed to synthesize it. The reactants are: Br[C:2]1[CH:7]=[C:6]([CH2:8][O:9][C:10]([C:23]2[CH:28]=[CH:27][CH:26]=[CH:25][CH:24]=2)([C:17]2[CH:22]=[CH:21][CH:20]=[CH:19][CH:18]=2)[C:11]2[CH:16]=[CH:15][CH:14]=[CH:13][CH:12]=2)[CH:5]=[CH:4][C:3]=1[CH2:29][O:30][C:31]([C:44]1[CH:49]=[CH:48][CH:47]=[CH:46][CH:45]=1)([C:38]1[CH:43]=[CH:42][CH:41]=[CH:40][CH:39]=1)[C:32]1[CH:37]=[CH:36][CH:35]=[CH:34][CH:33]=1.C1CCCCC1.C([Li])(CC)C.[CH2:61]([O:68][CH:69]1[CH:74]([O:75][CH2:76][C:77]2[CH:82]=[CH:81][CH:80]=[CH:79][CH:78]=2)[CH:73]([O:83][CH2:84][C:85]2[CH:90]=[CH:89][CH:88]=[CH:87][CH:86]=2)[CH:72]([CH2:91][O:92][CH2:93][C:94]2[CH:99]=[CH:98][CH:97]=[CH:96][CH:95]=2)[O:71][C:70]1=[O:100])[C:62]1[CH:67]=[CH:66][CH:65]=[CH:64][CH:63]=1. (4) Given the product [C:1]([O:5][C:6](=[O:32])[NH:7][CH2:8][CH2:9][CH2:10][CH2:11][N:12]1[C:13]2[C:22]3[CH:21]=[CH:20][C:19]([O:23][CH2:24][C:25]4[CH:26]=[CH:27][CH:28]=[CH:29][CH:30]=4)=[CH:18][C:17]=3[N:16]=[CH:15][C:14]=2[N:31]=[C:34]1[CH2:33][O:35][CH2:36][CH3:37])([CH3:4])([CH3:2])[CH3:3], predict the reactants needed to synthesize it. The reactants are: [C:1]([O:5][C:6](=[O:32])[NH:7][CH2:8][CH2:9][CH2:10][CH2:11][NH:12][C:13]1[C:22]2[C:17](=[CH:18][C:19]([O:23][CH2:24][C:25]3[CH:30]=[CH:29][CH:28]=[CH:27][CH:26]=3)=[CH:20][CH:21]=2)[N:16]=[CH:15][C:14]=1[NH2:31])([CH3:4])([CH3:3])[CH3:2].[CH2:33]([O:35][CH2:36][C:37](Cl)=O)[CH3:34].C(N(CC)CC)C. (5) The reactants are: [NH2:1][C:2]1[CH:7]=[CH:6][N:5]([CH:8]2[CH2:12][CH:11]([C:13]([C:30]3[CH:35]=[CH:34][CH:33]=[CH:32][CH:31]=3)([C:24]3[CH:29]=[CH:28][CH:27]=[CH:26][CH:25]=3)[O:14][CH2:15][C:16]3[CH:21]=[CH:20][C:19]([O:22][CH3:23])=[CH:18][CH:17]=3)[CH:10]([CH:36]([C:39]([CH3:42])(C)[CH3:40])[O:37][SiH3:38])[O:9]2)[C:4](=[O:43])[N:3]=1.[C:52](O[C:52]([O:54][C:55]([CH3:58])([CH3:57])[CH3:56])=[O:53])([O:54][C:55]([CH3:58])([CH3:57])[CH3:56])=[O:53]. Given the product [C:55]([O:54][C:52](=[O:53])[NH:1][C:2]1[CH:7]=[CH:6][N:5]([CH:8]2[CH2:12][CH:11]([C:13]([C:24]3[CH:29]=[CH:28][CH:27]=[CH:26][CH:25]=3)([C:30]3[CH:35]=[CH:34][CH:33]=[CH:32][CH:31]=3)[O:14][CH2:15][C:16]3[CH:21]=[CH:20][C:19]([O:22][CH3:23])=[CH:18][CH:17]=3)[CH:10]([C:36]([C:21]3[CH:16]=[CH:17][CH:18]=[CH:19][CH:20]=3)([C:39]3[CH:42]=[CH:6][CH:7]=[CH:2][CH:40]=3)[O:37][SiH2:38][C:11]([CH3:13])([CH3:10])[CH3:12])[O:9]2)[C:4](=[O:43])[N:3]=1)([CH3:56])([CH3:57])[CH3:58], predict the reactants needed to synthesize it.